From a dataset of Forward reaction prediction with 1.9M reactions from USPTO patents (1976-2016). Predict the product of the given reaction. (1) The product is: [CH3:1][S:2]([C:5]1[CH:6]=[CH:7][C:8]([CH2:9][N:10]2[C:18](=[O:19])[C:17]3[C:12](=[CH:13][CH:14]=[CH:15][CH:16]=3)[C:11]2=[O:20])=[CH:21][CH:22]=1)(=[N:4][S:31]([CH3:30])(=[O:33])=[O:32])=[O:3]. Given the reactants [CH3:1][S:2]([C:5]1[CH:22]=[CH:21][C:8]([CH2:9][N:10]2[C:18](=[O:19])[C:17]3[C:12](=[CH:13][CH:14]=[CH:15][CH:16]=3)[C:11]2=[O:20])=[CH:7][CH:6]=1)(=[NH:4])=[O:3].C(N(CC)CC)C.[CH3:30][S:31](Cl)(=[O:33])=[O:32], predict the reaction product. (2) Given the reactants Br[C:2]1[CH:7]=[C:6]([O:8][CH3:9])[C:5]([O:10][CH3:11])=[CH:4][C:3]=1[CH2:12][C:13]([N:15]1[CH2:19][CH2:18][C:17]([C:20]2[CH:25]=[CH:24][C:23]([NH:26][C:27]([NH:29][CH3:30])=[O:28])=[CH:22][CH:21]=2)=[N:16]1)=[O:14].[O-]P([O-])([O-])=O.[K+].[K+].[K+].[C:39]1(B(O)O)[CH:44]=[CH:43][CH:42]=[CH:41][CH:40]=1, predict the reaction product. The product is: [CH3:11][O:10][C:5]1[C:6]([O:8][CH3:9])=[CH:7][C:2]([C:39]2[CH:44]=[CH:43][CH:42]=[CH:41][CH:40]=2)=[C:3]([CH2:12][C:13]([N:15]2[CH2:19][CH2:18][C:17]([C:20]3[CH:21]=[CH:22][C:23]([NH:26][C:27]([NH:29][CH3:30])=[O:28])=[CH:24][CH:25]=3)=[N:16]2)=[O:14])[CH:4]=1.